This data is from Reaction yield outcomes from USPTO patents with 853,638 reactions. The task is: Predict the reaction yield, written as a fraction of the theoretical maximum amount of product (1.0 means a 100% yield; for example, 0.34 means a 34% yield). (1) The reactants are [Br:1][C:2]1[C:7](Br)=[CH:6][C:5]([Cl:9])=[CH:4][N:3]=1.[Cl-].[Li+].C([Mg]Cl)(C)C.CN([CH:20]=[O:21])C. The catalyst is C1COCC1. The product is [Br:1][C:2]1[C:7]([CH2:20][OH:21])=[CH:6][C:5]([Cl:9])=[CH:4][N:3]=1. The yield is 0.930. (2) The reactants are C([O:8][CH2:9][CH2:10][CH2:11][C:12](O)=[O:13])C1C=CC=CC=1.S(Cl)(Cl)=O.[CH3:19][CH:20]([OH:22])[CH3:21]. No catalyst specified. The product is [OH:13][CH2:12][CH2:11][CH2:10][C:9]([O:22][CH:20]([CH3:21])[CH3:19])=[O:8]. The yield is 1.00. (3) The reactants are N1C=CC=CC=1.[OH:7][CH:8]1[C:14]2[CH:15]=[CH:16][CH:17]=[CH:18][C:13]=2[N:12]([C:19]([NH2:21])=[O:20])[C:11]2[CH:22]=[CH:23][CH:24]=[CH:25][C:10]=2[CH2:9]1.C(OCC)(=O)C.C([C@:35]1([OH:46])[C:40](=[O:41])[O:39]C(=O)[C@:36]1([C:43](=[O:45])C)[OH:42])(=O)C. The catalyst is O. The product is [C:43]([OH:7])(=[O:45])[CH:36]([CH:35]([C:40]([OH:39])=[O:41])[OH:46])[OH:42].[OH:7][C@@H:8]1[C:14]2[CH:15]=[CH:16][CH:17]=[CH:18][C:13]=2[N:12]([C:19]([NH2:21])=[O:20])[C:11]2[CH:22]=[CH:23][CH:24]=[CH:25][C:10]=2[CH2:9]1. The yield is 0.865. (4) The reactants are [NH:1]1[C:9]2[C:4](=[CH:5][CH:6]=[CH:7][CH:8]=2)[C:3](/[CH:10]=[C:11]2\[O:12][C:13]3[C:20]([CH2:21][N:22]4[CH2:27][CH2:26][N:25](C(OC(C)(C)C)=O)[CH2:24][CH2:23]4)=[C:19]([OH:35])[C:18]([Cl:36])=[CH:17][C:14]=3[C:15]\2=[O:16])=[CH:2]1.[ClH:37]. The catalyst is C(Cl)Cl.O1CCOCC1. The product is [ClH:36].[ClH:37].[NH:1]1[C:9]2[C:4](=[CH:5][CH:6]=[CH:7][CH:8]=2)[C:3](/[CH:10]=[C:11]2\[O:12][C:13]3[C:20]([CH2:21][N:22]4[CH2:23][CH2:24][NH:25][CH2:26][CH2:27]4)=[C:19]([OH:35])[C:18]([Cl:36])=[CH:17][C:14]=3[C:15]\2=[O:16])=[CH:2]1. The yield is 0.730. (5) The reactants are Br[N:2]1[C:10]2[C:5](=[CH:6][CH:7]=[CH:8][CH:9]=2)[C:4]([CH3:11])=[C:3]1[C:12]1[CH:17]=[CH:16][CH:15]=[CH:14][C:13]=1[F:18].[CH3:19][N:20]([CH3:34])[S:21]([C:24]1[CH:29]=[CH:28][C:27](B(O)O)=[C:26]([CH3:33])[CH:25]=1)(=[O:23])=[O:22].C(=O)([O-])[O-].[K+].[K+]. The catalyst is C1C=CC([P]([Pd]([P](C2C=CC=CC=2)(C2C=CC=CC=2)C2C=CC=CC=2)([P](C2C=CC=CC=2)(C2C=CC=CC=2)C2C=CC=CC=2)[P](C2C=CC=CC=2)(C2C=CC=CC=2)C2C=CC=CC=2)(C2C=CC=CC=2)C2C=CC=CC=2)=CC=1. The product is [F:18][C:13]1[CH:14]=[CH:15][CH:16]=[CH:17][C:12]=1[C:3]1[NH:2][C:10]2[C:5]([C:4]=1[CH3:11])=[CH:6][C:7]([C:27]1[CH:28]=[CH:29][C:24]([S:21]([N:20]([CH3:34])[CH3:19])(=[O:23])=[O:22])=[CH:25][C:26]=1[CH3:33])=[CH:8][CH:9]=2. The yield is 0.360. (6) The reactants are Cl[C:2]1[CH:3]=[CH:4][C:5]2[N:12]3[CH2:13][C@H:8]([CH2:9][CH2:10][CH2:11]3)[NH:7][C:6]=2[N:14]=1.[F:15][C:16]([F:24])([F:23])[CH:17]1[CH2:22][CH2:21][CH2:20][NH:19][CH2:18]1.CC([O-])(C)C.[K+].CCOC(C)=O.CCCCCC. The catalyst is COCCOC.CCOC(C)=O. The product is [F:15][C:16]([F:24])([F:23])[CH:17]1[CH2:22][CH2:21][CH2:20][N:19]([C:2]2[CH:3]=[CH:4][C:5]3[N:12]4[CH2:13][C@H:8]([CH2:9][CH2:10][CH2:11]4)[NH:7][C:6]=3[N:14]=2)[CH2:18]1. The yield is 0.383. (7) The reactants are Cl[C:2]1[CH:7]=[C:6]([O:8][C:9]2[CH:10]=[CH:11][C:12]([NH:16][C:17]([NH:19][C:20](=[O:24])[CH:21]([CH3:23])[CH3:22])=[O:18])=[N:13][C:14]=2[CH3:15])[CH:5]=[CH:4][N:3]=1.C([O-])([O-])=O.[K+].[K+].CC1(C)C(C)(C)OB([C:39]2[CH:44]=[CH:43][N:42]=[C:41]([N:45]3[CH2:50][CH2:49][O:48][CH2:47][CH2:46]3)[CH:40]=2)O1. The catalyst is O1CCOCC1.O.C1C=CC([P]([Pd]([P](C2C=CC=CC=2)(C2C=CC=CC=2)C2C=CC=CC=2)([P](C2C=CC=CC=2)(C2C=CC=CC=2)C2C=CC=CC=2)[P](C2C=CC=CC=2)(C2C=CC=CC=2)C2C=CC=CC=2)(C2C=CC=CC=2)C2C=CC=CC=2)=CC=1. The product is [CH3:15][C:14]1[N:13]=[C:12]([NH:16][C:17]([NH:19][C:20](=[O:24])[CH:21]([CH3:23])[CH3:22])=[O:18])[CH:11]=[CH:10][C:9]=1[O:8][C:6]1[CH:5]=[CH:4][N:3]=[C:2]([C:39]2[CH:44]=[CH:43][N:42]=[C:41]([N:45]3[CH2:46][CH2:47][O:48][CH2:49][CH2:50]3)[CH:40]=2)[CH:7]=1. The yield is 0.280.